This data is from Forward reaction prediction with 1.9M reactions from USPTO patents (1976-2016). The task is: Predict the product of the given reaction. (1) Given the reactants C(O[CH2:5][C@@H:6]([O:23]S(C)(=O)=O)[C@@H:7]([NH:15][C:16]([O:18][C:19]([CH3:22])([CH3:21])[CH3:20])=[O:17])[CH2:8][C:9]1[CH:14]=[CH:13][CH:12]=[CH:11][CH:10]=1)(=O)C.C1COCC1.C([O-])([O-])=O.[K+].[K+], predict the reaction product. The product is: [O:23]1[CH2:5][C@H:6]1[C@@H:7]([NH:15][C:16](=[O:17])[O:18][C:19]([CH3:20])([CH3:21])[CH3:22])[CH2:8][C:9]1[CH:10]=[CH:11][CH:12]=[CH:13][CH:14]=1. (2) Given the reactants C[O:2][C:3]([C:5]1[CH:6]=[C:7]([CH:33]=[CH:34][CH:35]=1)[CH2:8][N:9]1[C:13](=[O:14])[C:12]2([CH2:19][CH2:18][N:17]([C:20]([O:22][C:23]([CH3:26])([CH3:25])[CH3:24])=[O:21])[CH2:16][CH2:15]2)[N:11]([C:27]2[CH:32]=[CH:31][CH:30]=[CH:29][CH:28]=2)[CH2:10]1)=[O:4].O.[OH-].[Li+], predict the reaction product. The product is: [C:23]([O:22][C:20]([N:17]1[CH2:18][CH2:19][C:12]2([N:11]([C:27]3[CH:32]=[CH:31][CH:30]=[CH:29][CH:28]=3)[CH2:10][N:9]([CH2:8][C:7]3[CH:6]=[C:5]([CH:35]=[CH:34][CH:33]=3)[C:3]([OH:4])=[O:2])[C:13]2=[O:14])[CH2:15][CH2:16]1)=[O:21])([CH3:26])([CH3:24])[CH3:25]. (3) Given the reactants [Li+].CC([N-]C(C)C)C.Cl.[Br:10][C:11]1[CH:16]=[CH:15][N:14]=[CH:13][CH:12]=1.Br[C:18]1[CH:23]=[CH:22][C:21]([N+:24]([O-:26])=[O:25])=[CH:20][CH:19]=1, predict the reaction product. The product is: [Br:10][C:11]1[CH:16]=[CH:15][N:14]=[CH:13][C:12]=1[C:18]1[CH:23]=[CH:22][C:21]([N+:24]([O-:26])=[O:25])=[CH:20][CH:19]=1. (4) Given the reactants [CH2:1]1[C:6]2[C:7]3[C:15]([CH:16]=[CH:17][C:5]=2[CH:4]=[CH:3][CH2:2]1)=[N:14][C:13]1[C:8]=3[CH2:9][CH:10]=[C:11]2[CH:21]=[CH:20][CH:19]=[CH:18][C:12]2=1, predict the reaction product. The product is: [CH:1]1[C:6]2[C:7]3[C:15]([CH:16]=[CH:17][C:5]=2[CH:4]=[CH:3][CH:2]=1)=[N:14][C:13]1[C:8]=3[CH2:9][CH:10]=[C:11]2[CH:21]=[CH:20][CH:19]=[CH:18][C:12]2=1. (5) Given the reactants [NH2:1][C:2]1[C:10]2[CH2:9][CH2:8][N:7]([C:11]3[CH:16]=[CH:15][C:14]([CH3:17])=[CH:13][CH:12]=3)[C:6](=[O:18])[C:5]=2[NH:4][N:3]=1.[C:19](=[O:22])([O-])[O-].[K+].[K+].[C:25]([C:29]1[CH:46]=[CH:45][C:32]([CH2:33][N:34]2[CH2:39][CH2:38][N:37]([C:40](=O)[CH2:41]CCl)[CH2:36][CH2:35]2)=[CH:31][CH:30]=1)([CH3:28])([CH3:27])[CH3:26], predict the reaction product. The product is: [NH2:1][C:2]1[C:10]2[CH2:9][CH2:8][N:7]([C:11]3[CH:16]=[CH:15][C:14]([CH3:17])=[CH:13][CH:12]=3)[C:6](=[O:18])[C:5]=2[N:4]([C:19](=[O:22])[CH2:41][CH2:40][N:37]2[CH2:36][CH2:35][N:34]([CH2:33][C:32]3[CH:31]=[CH:30][C:29]([C:25]([CH3:26])([CH3:28])[CH3:27])=[CH:46][CH:45]=3)[CH2:39][CH2:38]2)[N:3]=1. (6) Given the reactants [NH2:1][C@H:2]1[CH2:7][CH2:6][C@H:5]([NH:8][C:9]2[CH:14]=[C:13]([C:15]3[CH:20]=[CH:19][C:18]([F:21])=[C:17]([NH:22][CH2:23][C:24]4(C)[CH2:29][CH2:28][O:27][CH2:26][CH2:25]4)[N:16]=3)[C:12]([Cl:31])=[CH:11][N:10]=2)[CH2:4][CH2:3]1.[CH3:32][C:33]1([CH:38]=O)[O:37][CH2:36][CH2:35][O:34]1.C(O[BH-](OC(=O)C)OC(=O)C)(=O)C.[Na+], predict the reaction product. The product is: [Cl:31][C:12]1[C:13]([C:15]2[CH:20]=[CH:19][C:18]([F:21])=[C:17]([NH:22][CH2:23][CH:24]3[CH2:25][CH2:26][O:27][CH2:28][CH2:29]3)[N:16]=2)=[CH:14][C:9]([NH:8][C@H:5]2[CH2:6][CH2:7][C@H:2]([NH:1][CH2:32][C:33]3([CH3:38])[O:37][CH2:36][CH2:35][O:34]3)[CH2:3][CH2:4]2)=[N:10][CH:11]=1. (7) Given the reactants Cl.C(OCC)(=O)C.CO.C(OC([NH:17][CH:18]1[CH2:21][N:20]([C:22]2[S:23][C:24]3[C:30]([C:31]([O:33][CH2:34][CH3:35])=[O:32])=[CH:29][CH:28]=[CH:27][C:25]=3[N:26]=2)[CH2:19]1)=O)(C)(C)C.C1COCC1, predict the reaction product. The product is: [NH2:17][CH:18]1[CH2:21][N:20]([C:22]2[S:23][C:24]3[C:30]([C:31]([O:33][CH2:34][CH3:35])=[O:32])=[CH:29][CH:28]=[CH:27][C:25]=3[N:26]=2)[CH2:19]1. (8) Given the reactants O=P(Cl)(Cl)[Cl:3].[CH3:6][C@H:7]1[C:15]2[C:14](O)=[N:13][CH:12]=[N:11][C:10]=2[CH2:9][CH2:8]1, predict the reaction product. The product is: [Cl:3][C:14]1[C:15]2[C@H:7]([CH3:6])[CH2:8][CH2:9][C:10]=2[N:11]=[CH:12][N:13]=1. (9) Given the reactants [CH3:1][C:2]1([C:7]2[N:8]=[C:9]([CH2:12][N:13]3[CH:17]=[CH:16][C:15]([NH2:18])=[N:14]3)[S:10][CH:11]=2)[O:6]CCO1.[CH3:19][O:20][C:21]1[CH:22]=[C:23]([C:27]2[O:31][CH:30]=[N:29][C:28]=2[C:32](O)=[O:33])[CH:24]=[CH:25][CH:26]=1, predict the reaction product. The product is: [C:2]([C:7]1[N:8]=[C:9]([CH2:12][N:13]2[CH:17]=[CH:16][C:15]([NH:18][C:32]([C:28]3[N:29]=[CH:30][O:31][C:27]=3[C:23]3[CH:24]=[CH:25][CH:26]=[C:21]([O:20][CH3:19])[CH:22]=3)=[O:33])=[N:14]2)[S:10][CH:11]=1)(=[O:6])[CH3:1]. (10) Given the reactants [CH3:1][C:2]1[CH:3]=[CH:4][C:5]([C:11]2[N:15]([CH3:16])[CH:14]=[N:13][CH:12]=2)=[C:6]([CH:10]=1)[C:7]([OH:9])=O.[CH3:17][C@@H:18]1[CH2:23][CH2:22][CH2:21][NH:20][C@@H:19]1[CH2:24][NH:25][C:26]1[CH:31]=[CH:30][C:29]([C:32]([F:35])([F:34])[F:33])=[CH:28][N:27]=1, predict the reaction product. The product is: [CH3:17][C@@H:18]1[CH2:23][CH2:22][CH2:21][N:20]([C:7]([C:6]2[CH:10]=[C:2]([CH3:1])[CH:3]=[CH:4][C:5]=2[C:11]2[N:15]([CH3:16])[CH:14]=[N:13][CH:12]=2)=[O:9])[C@@H:19]1[CH2:24][NH:25][C:26]1[CH:31]=[CH:30][C:29]([C:32]([F:35])([F:33])[F:34])=[CH:28][N:27]=1.